Dataset: NCI-60 drug combinations with 297,098 pairs across 59 cell lines. Task: Regression. Given two drug SMILES strings and cell line genomic features, predict the synergy score measuring deviation from expected non-interaction effect. (1) Drug 1: C1CN1P(=S)(N2CC2)N3CC3. Drug 2: C1C(C(OC1N2C=C(C(=O)NC2=O)F)CO)O. Cell line: RPMI-8226. Synergy scores: CSS=47.7, Synergy_ZIP=-0.427, Synergy_Bliss=3.68, Synergy_Loewe=-1.74, Synergy_HSA=4.45. (2) Drug 1: CC1=CC=C(C=C1)C2=CC(=NN2C3=CC=C(C=C3)S(=O)(=O)N)C(F)(F)F. Drug 2: CCC1(C2=C(COC1=O)C(=O)N3CC4=CC5=C(C=CC(=C5CN(C)C)O)N=C4C3=C2)O.Cl. Cell line: MOLT-4. Synergy scores: CSS=54.2, Synergy_ZIP=0.517, Synergy_Bliss=3.42, Synergy_Loewe=-26.6, Synergy_HSA=4.49. (3) Drug 1: CC1=C(C=C(C=C1)NC(=O)C2=CC=C(C=C2)CN3CCN(CC3)C)NC4=NC=CC(=N4)C5=CN=CC=C5. Synergy scores: CSS=-5.17, Synergy_ZIP=3.81, Synergy_Bliss=2.49, Synergy_Loewe=-4.09, Synergy_HSA=-3.71. Cell line: NCI-H460. Drug 2: COCCOC1=C(C=C2C(=C1)C(=NC=N2)NC3=CC=CC(=C3)C#C)OCCOC.Cl. (4) Drug 1: COC1=NC(=NC2=C1N=CN2C3C(C(C(O3)CO)O)O)N. Drug 2: C1=NNC2=C1C(=O)NC=N2. Cell line: SR. Synergy scores: CSS=-3.42, Synergy_ZIP=5.32, Synergy_Bliss=11.2, Synergy_Loewe=1.26, Synergy_HSA=1.31.